From a dataset of Forward reaction prediction with 1.9M reactions from USPTO patents (1976-2016). Predict the product of the given reaction. (1) Given the reactants C[O:2][C:3](=[O:34])[C:4]1[CH:9]=[C:8]([NH2:10])[CH:7]=[C:6]([N:11]2[C:15]([CH3:16])=[CH:14][CH:13]=[C:12]2[C:17]2[CH:22]=[C:21]([Cl:23])[CH:20]=[CH:19][C:18]=2[O:24][CH2:25][C:26]2[CH:31]=[CH:30][C:29]([Br:32])=[CH:28][C:27]=2[F:33])[CH:5]=1, predict the reaction product. The product is: [Cl:23][C:21]1[CH:20]=[CH:19][C:18]([O:24][CH2:25][C:26]2[CH:31]=[CH:30][C:29]([Br:32])=[CH:28][C:27]=2[F:33])=[C:17]([C:12]2[N:11]([C:6]3[CH:5]=[C:4]([CH:9]=[C:8]([NH2:10])[CH:7]=3)[C:3]([OH:34])=[O:2])[C:15]([CH3:16])=[CH:14][CH:13]=2)[CH:22]=1. (2) Given the reactants [CH2:1]([O:7][C:8]1[CH:13]=[CH:12][C:11]([CH2:14][CH2:15][CH2:16][NH:17][C@H:18]([C:37]2[CH:42]=[CH:41][CH:40]=[CH:39][CH:38]=2)[C@H:19]([NH:26][S:27]([C:30]2[CH:35]=[CH:34][C:33]([CH3:36])=[CH:32][CH:31]=2)(=[O:29])=[O:28])[C:20]2[CH:25]=[CH:24][CH:23]=[CH:22][CH:21]=2)=[CH:10][CH:9]=1)[CH2:2][CH2:3][CH2:4][C:5]#[CH:6].[Na].O=C1O[C@H]([C@H](CO)O)C([O-])=C1O.[CH2:56]([N:63]=[N+:64]=[N-:65])[C:57]1[CH:62]=[CH:61][CH:60]=[CH:59][CH:58]=1.[OH-].[NH4+], predict the reaction product. The product is: [CH2:56]([N:63]1[C:5]([CH2:4][CH2:3][CH2:2][CH2:1][O:7][C:8]2[CH:9]=[CH:10][C:11]([CH2:14][CH2:15][CH2:16][NH:17][C@H:18]([C:37]3[CH:38]=[CH:39][CH:40]=[CH:41][CH:42]=3)[C@H:19]([NH:26][S:27]([C:30]3[CH:31]=[CH:32][C:33]([CH3:36])=[CH:34][CH:35]=3)(=[O:29])=[O:28])[C:20]3[CH:25]=[CH:24][CH:23]=[CH:22][CH:21]=3)=[CH:12][CH:13]=2)=[CH:6][N:65]=[N:64]1)[C:57]1[CH:62]=[CH:61][CH:60]=[CH:59][CH:58]=1. (3) Given the reactants [CH3:1][C:2]1[S:3][C:4]2[CH:10]=[CH:9][C:8]([OH:11])=[CH:7][C:5]=2[N:6]=1.C([Mg]Cl)(C)C.[NH:17]1[C:27]2[C:22](=[CH:23][CH:24]=[CH:25][CH:26]=2)[C:20](=[O:21])[C:18]1=[O:19], predict the reaction product. The product is: [OH:21][C:20]1([C:9]2[C:8]([OH:11])=[CH:7][C:5]3[N:6]=[C:2]([CH3:1])[S:3][C:4]=3[CH:10]=2)[C:22]2[C:27](=[CH:26][CH:25]=[CH:24][CH:23]=2)[NH:17][C:18]1=[O:19]. (4) Given the reactants [NH2:1][C:2]1[CH:3]=[CH:4][C:5]([N+:11]([O-:13])=[O:12])=[C:6]([CH:10]=1)[C:7]([OH:9])=[O:8].[CH2:14](OC(=O)C1C=C(N2CCCCC2)C=CC=1N)C.S(Cl)(Cl)=O, predict the reaction product. The product is: [CH3:14][O:8][C:7](=[O:9])[C:6]1[CH:10]=[C:2]([NH2:1])[CH:3]=[CH:4][C:5]=1[N+:11]([O-:13])=[O:12]. (5) Given the reactants [F:1][C:2]1[CH:7]=[CH:6][C:5]([N:8]2[CH2:13][CH2:12][NH:11][CH2:10][CH2:9]2)=[C:4]([S:14]([CH3:17])(=[O:16])=[O:15])[CH:3]=1.[CH:18]1[C:27]2[C:22](=[CH:23][CH:24]=[CH:25][CH:26]=2)[CH:21]=[CH:20][C:19]=1[S:28](Cl)(=[O:30])=[O:29].C(N(C(C)C)CC)(C)C, predict the reaction product. The product is: [F:1][C:2]1[CH:7]=[CH:6][C:5]([N:8]2[CH2:9][CH2:10][N:11]([S:28]([C:19]3[CH:20]=[CH:21][C:22]4[C:27](=[CH:26][CH:25]=[CH:24][CH:23]=4)[CH:18]=3)(=[O:30])=[O:29])[CH2:12][CH2:13]2)=[C:4]([S:14]([CH3:17])(=[O:16])=[O:15])[CH:3]=1. (6) Given the reactants [NH2:1][C:2]1[CH:3]=[N:4][C:5]2[C:10]([C:11]=1[NH:12][CH2:13][CH2:14][O:15][CH2:16][CH2:17][NH:18][C:19](=[O:25])[O:20][C:21]([CH3:24])([CH3:23])[CH3:22])=[CH:9][CH:8]=[CH:7][CH:6]=2.C(O[C:29](OCC)(OCC)[CH2:30][CH2:31][CH2:32][CH3:33])C.Cl.[NH+]1C=CC=CC=1.C, predict the reaction product. The product is: [CH2:30]([C:29]1[N:12]([CH2:13][CH2:14][O:15][CH2:16][CH2:17][NH:18][C:19](=[O:25])[O:20][C:21]([CH3:22])([CH3:24])[CH3:23])[C:11]2[C:10]3[CH:9]=[CH:8][CH:7]=[CH:6][C:5]=3[N:4]=[CH:3][C:2]=2[N:1]=1)[CH2:31][CH2:32][CH3:33].